This data is from CYP2C19 inhibition data for predicting drug metabolism from PubChem BioAssay. The task is: Regression/Classification. Given a drug SMILES string, predict its absorption, distribution, metabolism, or excretion properties. Task type varies by dataset: regression for continuous measurements (e.g., permeability, clearance, half-life) or binary classification for categorical outcomes (e.g., BBB penetration, CYP inhibition). Dataset: cyp2c19_veith. (1) The compound is CC(C)(C)c1[nH]nc2c1C(c1ccc(OC(=O)c3ccco3)cc1)C(C#N)=C(N)O2. The result is 0 (non-inhibitor). (2) The drug is N#Cc1ccc(CN2CC[C@@]3(CCCN(C(=O)c4cccc(F)c4)C3)C2)cc1. The result is 0 (non-inhibitor). (3) The drug is COc1ccc(C(=O)N2CCC[C@@]3(CCN(Cc4ccc(C#N)cc4)C3)C2)cc1. The result is 0 (non-inhibitor). (4) The molecule is O=C(c1cc2sccc2n1Cc1ccccc1)N1CCN(c2nc3ccccc3s2)CC1. The result is 1 (inhibitor). (5) The drug is COc1ccc(C(=O)[C@H](Br)[C@H](Br)C(=O)O)cc1. The result is 0 (non-inhibitor). (6) The compound is O=C(c1cccc(F)c1)N1CCC[C@@]2(CCN(Cc3nccs3)C2)C1. The result is 1 (inhibitor).